From a dataset of Forward reaction prediction with 1.9M reactions from USPTO patents (1976-2016). Predict the product of the given reaction. Given the reactants C[O:2][C:3](=[O:41])[CH2:4][O:5][C:6]1[CH:11]=[C:10]([CH3:12])[C:9]([S:13]([C:16]2[C:24]3[NH:23][C:22]([S:25]([CH2:27][C:28]4[C:33]([CH3:34])=[C:32]([O:35][CH3:36])[C:31]([CH3:37])=[CH:30][N:29]=4)=[O:26])=[N:21][C:20]=3[CH:19]=[CH:18][C:17]=2[O:38][CH3:39])(=[O:15])=[O:14])=[C:8]([CH3:40])[CH:7]=1.[OH-].[Na+:43], predict the reaction product. The product is: [Na+:43].[CH3:39][O:38][C:17]1[CH:18]=[CH:19][C:20]2[N:21]=[C:22]([S:25]([CH2:27][C:28]3[C:33]([CH3:34])=[C:32]([O:35][CH3:36])[C:31]([CH3:37])=[CH:30][N:29]=3)=[O:26])[NH:23][C:24]=2[C:16]=1[S:13]([C:9]1[C:8]([CH3:40])=[CH:7][C:6]([O:5][CH2:4][C:3]([O-:41])=[O:2])=[CH:11][C:10]=1[CH3:12])(=[O:14])=[O:15].